The task is: Predict the product of the given reaction.. This data is from Forward reaction prediction with 1.9M reactions from USPTO patents (1976-2016). (1) Given the reactants [NH:1]1[C:9]2[C:4](=[CH:5][C:6]([C:10]([NH:12][NH2:13])=[O:11])=[CH:7][CH:8]=2)[CH:3]=[N:2]1.[C:14](=S)=[S:15].C(N(CC)CC)C.Cl, predict the reaction product. The product is: [NH:1]1[C:9]2[C:4](=[CH:5][C:6]([C:10]3[O:11][C:14]([SH:15])=[N:13][N:12]=3)=[CH:7][CH:8]=2)[CH:3]=[N:2]1. (2) Given the reactants Cl[CH2:2][C:3]1[O:7][N:6]=[C:5]([C:8]2[CH:13]=[CH:12][CH:11]=[C:10]([F:14])[CH:9]=2)[N:4]=1.[CH3:15][C:16]1[S:17][C:18]2[CH:24]=[CH:23][C:22]([O:25][CH2:26][C@@H:27]([OH:35])[CH2:28][N:29]3[CH2:34][CH2:33][NH:32][CH2:31][CH2:30]3)=[CH:21][C:19]=2[N:20]=1.C(N(C(C)C)CC)(C)C, predict the reaction product. The product is: [F:14][C:10]1[CH:9]=[C:8]([C:5]2[N:4]=[C:3]([CH2:2][N:32]3[CH2:33][CH2:34][N:29]([CH2:28][C@H:27]([OH:35])[CH2:26][O:25][C:22]4[CH:23]=[CH:24][C:18]5[S:17][C:16]([CH3:15])=[N:20][C:19]=5[CH:21]=4)[CH2:30][CH2:31]3)[O:7][N:6]=2)[CH:13]=[CH:12][CH:11]=1. (3) Given the reactants [CH2:1]1[C:10]2[C:5](=[CH:6][C:7]([O:11][C:12]3[CH:20]=[CH:19][C:15]([C:16]([NH2:18])=[O:17])=[CH:14][N:13]=3)=[CH:8][CH:9]=2)[CH2:4][CH2:3][NH:2]1.CN(C=O)C.CCN(CC)CC.[CH2:33](Br)[CH2:34][C:35]1[CH:40]=[CH:39][CH:38]=[CH:37][CH:36]=1, predict the reaction product. The product is: [CH2:33]([N:2]1[CH2:3][CH2:4][C:5]2[C:10](=[CH:9][CH:8]=[C:7]([O:11][C:12]3[CH:20]=[CH:19][C:15]([C:16]([NH2:18])=[O:17])=[CH:14][N:13]=3)[CH:6]=2)[CH2:1]1)[CH2:34][C:35]1[CH:40]=[CH:39][CH:38]=[CH:37][CH:36]=1. (4) Given the reactants I[C:2]1[C:10]2[C:5](=[CH:6][CH:7]=[C:8]([C:11]([O:13]C)=[O:12])[CH:9]=2)[NH:4]N=1.Cl[CH2:16]Cl.[OH-:18].[NH4+:19].[Cl-].[NH4+:21], predict the reaction product. The product is: [C:16]([C:2]1[C:10]2[C:5](=[CH:6][CH:7]=[C:8]([C:11]([OH:13])=[O:12])[CH:9]=2)[NH:4][N:21]=1)(=[O:18])[NH2:19]. (5) Given the reactants [Cl:1][C:2]1[N:3]=[C:4]([N:13]2[CH2:18][CH2:17][O:16][CH2:15][CH2:14]2)[C:5]2[S:10][C:9]([CH:11]=O)=[CH:8][C:6]=2[N:7]=1.[CH3:19][N:20]1[CH2:25][CH2:24][CH:23]([NH2:26])[CH2:22][CH2:21]1, predict the reaction product. The product is: [Cl:1][C:2]1[N:3]=[C:4]([N:13]2[CH2:18][CH2:17][O:16][CH2:15][CH2:14]2)[C:5]2[S:10][C:9]([CH2:11][NH:26][CH:23]3[CH2:24][CH2:25][N:20]([CH3:19])[CH2:21][CH2:22]3)=[CH:8][C:6]=2[N:7]=1. (6) Given the reactants FC(F)(F)S(O[C:7]1[C:28]2[C:23](=[CH:24][CH:25]=[CH:26][CH:27]=2)[C:10]2([CH2:15][CH2:14][N:13]([C:16]([O:18][C:19]([CH3:22])([CH3:21])[CH3:20])=[O:17])[CH2:12][CH2:11]2)[CH2:9][CH:8]=1)(=O)=O.[C-:31]#[N:32].[Na+], predict the reaction product. The product is: [C:31]([C:7]1[C:28]2[C:23](=[CH:24][CH:25]=[CH:26][CH:27]=2)[C:10]2([CH2:11][CH2:12][N:13]([C:16]([O:18][C:19]([CH3:22])([CH3:21])[CH3:20])=[O:17])[CH2:14][CH2:15]2)[CH2:9][CH:8]=1)#[N:32]. (7) Given the reactants CON(C)[C:4]([C:6]1[N:7]=[CH:8][N:9]([C:11]2[CH:16]=[CH:15][CH:14]=[C:13]([C:17]3[C:18]([Cl:23])=[N:19][CH:20]=[CH:21][CH:22]=3)[CH:12]=2)[CH:10]=1)=[O:5].Br[C:26]1[C:31]([CH3:32])=[CH:30][CH:29]=[CH:28][N:27]=1, predict the reaction product. The product is: [Cl:23][C:18]1[C:17]([C:13]2[CH:12]=[C:11]([N:9]3[CH:10]=[C:6]([C:4]([C:26]4[C:31]([CH3:32])=[CH:30][CH:29]=[CH:28][N:27]=4)=[O:5])[N:7]=[CH:8]3)[CH:16]=[CH:15][CH:14]=2)=[CH:22][CH:21]=[CH:20][N:19]=1.